From a dataset of NCI-60 drug combinations with 297,098 pairs across 59 cell lines. Regression. Given two drug SMILES strings and cell line genomic features, predict the synergy score measuring deviation from expected non-interaction effect. (1) Drug 1: CC12CCC3C(C1CCC2O)C(CC4=C3C=CC(=C4)O)CCCCCCCCCS(=O)CCCC(C(F)(F)F)(F)F. Drug 2: COC1=NC(=NC2=C1N=CN2C3C(C(C(O3)CO)O)O)N. Cell line: MALME-3M. Synergy scores: CSS=-0.809, Synergy_ZIP=2.55, Synergy_Bliss=2.99, Synergy_Loewe=-7.59, Synergy_HSA=-7.35. (2) Drug 1: CCC1=C2CN3C(=CC4=C(C3=O)COC(=O)C4(CC)O)C2=NC5=C1C=C(C=C5)O. Drug 2: C1=CN(C=N1)CC(O)(P(=O)(O)O)P(=O)(O)O. Cell line: IGROV1. Synergy scores: CSS=14.1, Synergy_ZIP=-1.33, Synergy_Bliss=2.25, Synergy_Loewe=-10.4, Synergy_HSA=2.78. (3) Drug 1: C1=CC(=C2C(=C1NCCNCCO)C(=O)C3=C(C=CC(=C3C2=O)O)O)NCCNCCO. Drug 2: CS(=O)(=O)CCNCC1=CC=C(O1)C2=CC3=C(C=C2)N=CN=C3NC4=CC(=C(C=C4)OCC5=CC(=CC=C5)F)Cl. Cell line: ACHN. Synergy scores: CSS=58.4, Synergy_ZIP=5.34, Synergy_Bliss=5.99, Synergy_Loewe=-10.6, Synergy_HSA=8.22. (4) Drug 1: C1CCC(CC1)NC(=O)N(CCCl)N=O. Drug 2: C1CN1P(=S)(N2CC2)N3CC3. Cell line: SN12C. Synergy scores: CSS=24.5, Synergy_ZIP=-8.72, Synergy_Bliss=-0.251, Synergy_Loewe=-6.55, Synergy_HSA=1.71. (5) Drug 1: CC1=CC2C(CCC3(C2CCC3(C(=O)C)OC(=O)C)C)C4(C1=CC(=O)CC4)C. Drug 2: C1CC(=O)NC(=O)C1N2C(=O)C3=CC=CC=C3C2=O. Cell line: MOLT-4. Synergy scores: CSS=5.98, Synergy_ZIP=-1.53, Synergy_Bliss=5.57, Synergy_Loewe=2.44, Synergy_HSA=3.46. (6) Drug 1: CC1=CC=C(C=C1)C2=CC(=NN2C3=CC=C(C=C3)S(=O)(=O)N)C(F)(F)F. Drug 2: CN1C(=O)N2C=NC(=C2N=N1)C(=O)N. Cell line: HOP-92. Synergy scores: CSS=0.936, Synergy_ZIP=0.000699, Synergy_Bliss=0.0646, Synergy_Loewe=-0.282, Synergy_HSA=-1.16. (7) Drug 1: C1CCC(C1)C(CC#N)N2C=C(C=N2)C3=C4C=CNC4=NC=N3. Drug 2: CC1=C(C(=CC=C1)Cl)NC(=O)C2=CN=C(S2)NC3=CC(=NC(=N3)C)N4CCN(CC4)CCO. Cell line: HOP-92. Synergy scores: CSS=36.4, Synergy_ZIP=5.06, Synergy_Bliss=12.1, Synergy_Loewe=7.38, Synergy_HSA=13.9. (8) Drug 1: CC1CCC2CC(C(=CC=CC=CC(CC(C(=O)C(C(C(=CC(C(=O)CC(OC(=O)C3CCCCN3C(=O)C(=O)C1(O2)O)C(C)CC4CCC(C(C4)OC)O)C)C)O)OC)C)C)C)OC. Drug 2: CC1C(C(CC(O1)OC2CC(CC3=C2C(=C4C(=C3O)C(=O)C5=CC=CC=C5C4=O)O)(C(=O)C)O)N)O. Cell line: IGROV1. Synergy scores: CSS=72.4, Synergy_ZIP=26.8, Synergy_Bliss=23.9, Synergy_Loewe=28.2, Synergy_HSA=26.1.